The task is: Predict the product of the given reaction.. This data is from Forward reaction prediction with 1.9M reactions from USPTO patents (1976-2016). (1) Given the reactants [O:1]=[C:2]1[N:8]([CH:9]2[CH2:14][CH2:13][N:12]([C:15]([O:17][C@H:18]([CH2:40][C:41]3[CH:46]=[C:45]([CH3:47])[C:44]([OH:48])=[C:43]([CH3:49])[CH:42]=3)[C:19]([N:21]3[CH2:26][CH2:25][N:24]([CH:27]4[CH2:32][CH2:31][N:30](CC5C=CC=CC=5)[CH2:29][CH2:28]4)[CH2:23][CH2:22]3)=[O:20])=[O:16])[CH2:11][CH2:10]2)[CH2:7][CH2:6][C:5]2[CH:50]=[CH:51][CH:52]=[CH:53][C:4]=2[NH:3]1.[H][H], predict the reaction product. The product is: [O:1]=[C:2]1[N:8]([CH:9]2[CH2:14][CH2:13][N:12]([C:15]([O:17][C@H:18]([CH2:40][C:41]3[CH:46]=[C:45]([CH3:47])[C:44]([OH:48])=[C:43]([CH3:49])[CH:42]=3)[C:19](=[O:20])[N:21]3[CH2:22][CH2:23][N:24]([CH:27]4[CH2:32][CH2:31][NH:30][CH2:29][CH2:28]4)[CH2:25][CH2:26]3)=[O:16])[CH2:11][CH2:10]2)[CH2:7][CH2:6][C:5]2[CH:50]=[CH:51][CH:52]=[CH:53][C:4]=2[NH:3]1. (2) Given the reactants Cl[CH2:2][C@H:3]([CH3:13])[CH2:4][O:5][C:6]1[CH:11]=[CH:10][C:9]([F:12])=[CH:8][CH:7]=1.[CH3:14][CH:15]([CH3:31])[C:16]([NH:18][C:19]1[CH:24]=[CH:23][CH:22]=[C:21]([CH:25]2[CH2:30][CH2:29][NH:28][CH2:27][CH2:26]2)[CH:20]=1)=[O:17], predict the reaction product. The product is: [F:12][C:9]1[CH:10]=[CH:11][C:6]([O:5][CH2:4][C@@H:3]([CH3:13])[CH2:2][N:28]2[CH2:29][CH2:30][CH:25]([C:21]3[CH:20]=[C:19]([NH:18][C:16](=[O:17])[CH:15]([CH3:14])[CH3:31])[CH:24]=[CH:23][CH:22]=3)[CH2:26][CH2:27]2)=[CH:7][CH:8]=1.